From a dataset of Rat liver microsome stability data. Regression/Classification. Given a drug SMILES string, predict its absorption, distribution, metabolism, or excretion properties. Task type varies by dataset: regression for continuous measurements (e.g., permeability, clearance, half-life) or binary classification for categorical outcomes (e.g., BBB penetration, CYP inhibition). Dataset: rlm. (1) The molecule is O=C(Nc1ccc(-c2nc(N3CCOCC3)c3nnn(C4CC4)c3n2)cc1)Nc1cccs1. The result is 1 (stable in rat liver microsomes). (2) The drug is O=C(Nc1ccc2oc(-c3cccnc3)nc2c1)c1ccc(-c2ccccc2)o1. The result is 1 (stable in rat liver microsomes). (3) The compound is COc1ccc2c(c1)CC(=Cc1ccccc1-c1ccc3nc(N)ccc3c1)C2=O. The result is 0 (unstable in rat liver microsomes). (4) The result is 1 (stable in rat liver microsomes). The drug is CCCc1nc(C(C)(C)O)c(C(=O)OCOC(=O)C23CC4CC(CC(C4)C2)C3)n1Cc1ccc(-c2ccccc2-c2nn[nH]n2)cc1. (5) The drug is C=C(C)[C@@H]1CC[C@]2(CNCCCN3CCS(=O)(=O)CC3)CC[C@]3(C)[C@H](CC[C@@H]4[C@@]5(C)CC=C(c6ccc(C(=O)O)cc6)C(C)(C)[C@@H]5CC[C@]43C)[C@@H]12. The result is 0 (unstable in rat liver microsomes). (6) The compound is CC(C)NC(=O)c1cccc(-c2cc(-c3ccc(N4CCN(C)CC4)c(Br)c3)[nH]n2)c1. The result is 1 (stable in rat liver microsomes). (7) The drug is COC(=O)c1ccc(-c2ccc(O[C@H]3O[C@H](CO)[C@@H](O)[C@H](O)[C@@H]3O)cc2)cc1. The result is 1 (stable in rat liver microsomes).